From a dataset of Forward reaction prediction with 1.9M reactions from USPTO patents (1976-2016). Predict the product of the given reaction. (1) Given the reactants [NH:1]1[CH2:4][CH2:3][C:2]1=[O:5].I[C:7]1[CH:8]=[C:9]([CH3:14])[CH:10]=[C:11]([CH3:13])[CH:12]=1, predict the reaction product. The product is: [CH3:14][C:9]1[CH:8]=[C:7]([N:1]2[CH2:4][CH2:3][C:2]2=[O:5])[CH:12]=[C:11]([CH3:13])[CH:10]=1. (2) Given the reactants [O:1]1[CH2:7][CH2:6][C:5]([C:8](O)=[O:9])=[CH:4][C:3]2[CH:11]=[CH:12][CH:13]=[CH:14][C:2]1=2.S(Cl)([Cl:17])=O, predict the reaction product. The product is: [O:1]1[CH2:7][CH2:6][C:5]([C:8]([Cl:17])=[O:9])=[CH:4][C:3]2[CH:11]=[CH:12][CH:13]=[CH:14][C:2]1=2. (3) Given the reactants [Br:1]N1C(=O)CCC1=O.[CH:9]1([O:14][C:15]2[C:16]([O:35][CH3:36])=[CH:17][CH:18]=[C:19]3[C:24]=2[NH:23][C:22](=[O:25])[CH:21]=[C:20]3[NH:26][C:27]2[C:32]([Cl:33])=[CH:31][N:30]=[CH:29][C:28]=2[Cl:34])[CH2:13][CH2:12][CH2:11][CH2:10]1.CN(C)C=O, predict the reaction product. The product is: [Br:1][C:21]1[C:22](=[O:25])[NH:23][C:24]2[C:19]([C:20]=1[NH:26][C:27]1[C:32]([Cl:33])=[CH:31][N:30]=[CH:29][C:28]=1[Cl:34])=[CH:18][CH:17]=[C:16]([O:35][CH3:36])[C:15]=2[O:14][CH:9]1[CH2:10][CH2:11][CH2:12][CH2:13]1. (4) Given the reactants [C:1]([C:4]1([C:11]([O:13][CH2:14][CH3:15])=[O:12])[CH2:9][CH2:8][C:7](=O)[CH2:6][CH2:5]1)(=[O:3])[CH3:2].CC1C=CC(S(O)(=O)=O)=CC=1.[CH2:27]([NH2:34])[C:28]1[CH:33]=[CH:32][CH:31]=[CH:30][CH:29]=1, predict the reaction product. The product is: [CH2:27]([NH:34][C:7]12[CH2:8][CH2:9][C:4]([C:11]([O:13][CH2:14][CH3:15])=[O:12])([CH2:5][CH2:6]1)[C:1](=[O:3])[CH2:2]2)[C:28]1[CH:33]=[CH:32][CH:31]=[CH:30][CH:29]=1. (5) Given the reactants [CH2:1]1[CH:5]2[CH2:6][NH:7][CH2:8][CH:4]2[CH2:3][N:2]1[C:9]([C:11]1[CH:16]=[CH:15][CH:14]=[CH:13][C:12]=1[C:17]1[S:18][CH:19]=[CH:20][CH:21]=1)=[O:10].Cl[C:23]1[C:28]([C:29]([F:32])([F:31])[F:30])=[CH:27][CH:26]=[CH:25][N:24]=1, predict the reaction product. The product is: [S:18]1[CH:19]=[CH:20][CH:21]=[C:17]1[C:12]1[CH:13]=[CH:14][CH:15]=[CH:16][C:11]=1[C:9]([N:2]1[CH2:3][CH:4]2[CH:5]([CH2:6][N:7]([C:23]3[C:28]([C:29]([F:32])([F:31])[F:30])=[CH:27][CH:26]=[CH:25][N:24]=3)[CH2:8]2)[CH2:1]1)=[O:10]. (6) Given the reactants Cl.[CH:2]1([NH:5][C:6]([NH:8][C:9]2[CH:14]=[CH:13][C:12]([C:15]3[N:16]=[C:17]([N:24]4[CH2:29][CH2:28][O:27][CH2:26][C@H:25]4[CH3:30])[C:18]4[CH2:23][NH:22][CH2:21][C:19]=4[N:20]=3)=[C:11]([F:31])[CH:10]=2)=[O:7])[CH2:4][CH2:3]1.C(N(CC)CC)C.Cl[C:40]([O:42][CH2:43][CH3:44])=[O:41], predict the reaction product. The product is: [CH:2]1([NH:5][C:6](=[O:7])[NH:8][C:9]2[CH:14]=[CH:13][C:12]([C:15]3[N:16]=[C:17]([N:24]4[CH2:29][CH2:28][O:27][CH2:26][C@H:25]4[CH3:30])[C:18]4[CH2:23][N:22]([C:40]([O:42][CH2:43][CH3:44])=[O:41])[CH2:21][C:19]=4[N:20]=3)=[C:11]([F:31])[CH:10]=2)[CH2:3][CH2:4]1.